This data is from Forward reaction prediction with 1.9M reactions from USPTO patents (1976-2016). The task is: Predict the product of the given reaction. (1) Given the reactants Cl.[C:2](=[NH:7])(OCC)[CH3:3].C(N(C(C)C)CC)(C)C.Cl.Cl.[CH2:19]([O:21][C:22]1[CH:50]=[CH:49][C:25]([CH2:26][N:27]2[C:35]3[CH:34]=[CH:33][C:32]([C:36]([N:38]4[CH2:43][CH2:42][CH:41]([CH3:44])[CH2:40][CH2:39]4)=[O:37])=[CH:31][C:30]=3[C:29]3[CH2:45][NH:46][CH2:47][CH2:48][C:28]2=3)=[CH:24][CH:23]=1)[CH3:20], predict the reaction product. The product is: [CH2:19]([O:21][C:22]1[CH:23]=[CH:24][C:25]([CH2:26][N:27]2[C:35]3[CH:34]=[CH:33][C:32]([C:36]([N:38]4[CH2:39][CH2:40][CH:41]([CH3:44])[CH2:42][CH2:43]4)=[O:37])=[CH:31][C:30]=3[C:29]3[CH2:45][N:46]([C:2](=[NH:7])[CH3:3])[CH2:47][CH2:48][C:28]2=3)=[CH:49][CH:50]=1)[CH3:20]. (2) The product is: [C:83]([OH:84])([C:21]([F:24])([F:23])[F:22])=[O:86].[CH3:25][O:26][C:27]1[CH:33]=[C:32]([N:34]2[CH2:35][CH2:36][N:37]([CH3:40])[CH2:38][CH2:39]2)[CH:31]=[CH:30][C:28]=1[NH:29][C:2]1[CH:7]=[C:6]([NH:8][C:9]2[CH:14]=[CH:13][CH:12]=[CH:11][C:10]=2[C:15]2[N:20]=[CH:19][CH:18]=[CH:17][N:16]=2)[C:5]([C:21]([F:24])([F:23])[F:22])=[CH:4][N:3]=1. Given the reactants Cl[C:2]1[CH:7]=[C:6]([NH:8][C:9]2[CH:14]=[CH:13][CH:12]=[CH:11][C:10]=2[C:15]2[N:20]=[CH:19][CH:18]=[CH:17][N:16]=2)[C:5]([C:21]([F:24])([F:23])[F:22])=[CH:4][N:3]=1.[CH3:25][O:26][C:27]1[CH:33]=[C:32]([N:34]2[CH2:39][CH2:38][N:37]([CH3:40])[CH2:36][CH2:35]2)[CH:31]=[CH:30][C:28]=1[NH2:29].CC1(C)C2C(=C(P(C3C=CC=CC=3)C3C=CC=CC=3)C=CC=2)OC2C(P(C3C=CC=CC=3)C3C=CC=CC=3)=CC=CC1=2.[C:83](=[O:86])([O-])[O-:84].[Cs+].[Cs+], predict the reaction product. (3) Given the reactants ClC1C=CC=CC=1[C@H]([O:10][C:11]1[CH:15]=[C:14]([N:16]2[C:20]3[CH:21]=[CH:22][C:23]([C:25]4[O:26][C:27]([CH3:30])=[N:28][N:29]=4)=[CH:24][C:19]=3[N:18]=[CH:17]2)[S:13][C:12]=1[C:31]([O:33][CH3:34])=[O:32])C.ClC1C(O)=CC=CC=1[C@H](OC1C=C(N2C3C=C(C#N)C=CC=3N=C2)SC=1C(OC)=O)C, predict the reaction product. The product is: [OH:10][C:11]1[CH:15]=[C:14]([N:16]2[C:20]3[CH:21]=[CH:22][C:23]([C:25]4[O:26][C:27]([CH3:30])=[N:28][N:29]=4)=[CH:24][C:19]=3[N:18]=[CH:17]2)[S:13][C:12]=1[C:31]([O:33][CH3:34])=[O:32]. (4) Given the reactants [CH3:1][O:2][C:3]1[CH:27]=[CH:26][C:6]([CH2:7][N:8]2[CH2:13][CH2:12][CH:11]([NH:14][C:15]([C:17]3[CH:25]=[CH:24][C:20](C(O)=O)=[CH:19][N:18]=3)=[O:16])[CH2:10][CH2:9]2)=[CH:5][CH:4]=1.Cl.[F:29][C:30]1[CH:43]=[CH:42][C:33]([C:34](N2CCCCC2)=[O:35])=[CH:32][CH:31]=1.C(N(CC)CC)C.[CH3:51][N:52]([CH3:55])[CH:53]=[O:54].CN(C(ON1N=N[C:66]2[CH:67]=CC=N[C:65]1=2)=[N+](C)C)C.F[P-](F)(F)(F)(F)F, predict the reaction product. The product is: [F:29][C:30]1[CH:31]=[CH:32][C:33]([C:34]([CH:66]2[CH2:67][CH2:55][N:52]([C:53]([C:20]3[CH:24]=[CH:25][C:17]([C:15]([NH:14][CH:11]4[CH2:12][CH2:13][N:8]([CH2:7][C:6]5[CH:5]=[CH:4][C:3]([O:2][CH3:1])=[CH:27][CH:26]=5)[CH2:9][CH2:10]4)=[O:16])=[N:18][CH:19]=3)=[O:54])[CH2:51][CH2:65]2)=[O:35])=[CH:42][CH:43]=1. (5) Given the reactants [CH3:1][C:2]1([CH3:16])[C:6]([CH3:8])([CH3:7])[O:5][B:4]([C:9]2[CH:10]=[C:11]([OH:15])[CH:12]=[CH:13][CH:14]=2)[O:3]1.Br[CH2:18][CH:19]([O:23][CH2:24][CH3:25])[O:20][CH2:21][CH3:22].C([O-])([O-])=O.[Cs+].[Cs+].O, predict the reaction product. The product is: [CH2:21]([O:20][CH:19]([O:23][CH2:24][CH3:25])[CH2:18][O:15][C:11]1[CH:10]=[C:9]([B:4]2[O:3][C:2]([CH3:16])([CH3:1])[C:6]([CH3:7])([CH3:8])[O:5]2)[CH:14]=[CH:13][CH:12]=1)[CH3:22].